Dataset: Peptide-MHC class I binding affinity with 185,985 pairs from IEDB/IMGT. Task: Regression. Given a peptide amino acid sequence and an MHC pseudo amino acid sequence, predict their binding affinity value. This is MHC class I binding data. (1) The peptide sequence is LPPVVPPLI. The MHC is HLA-B18:01 with pseudo-sequence HLA-B18:01. The binding affinity (normalized) is 0.0847. (2) The peptide sequence is NASQHPQQV. The MHC is HLA-A03:01 with pseudo-sequence HLA-A03:01. The binding affinity (normalized) is 0.0876. (3) The peptide sequence is WYKVFVPRR. The binding affinity (normalized) is 0.0847. The MHC is HLA-A03:01 with pseudo-sequence HLA-A03:01. (4) The MHC is HLA-B40:01 with pseudo-sequence HLA-B40:01. The peptide sequence is SPRTLNAWV. The binding affinity (normalized) is 0. (5) The peptide sequence is RVQFIPGQR. The MHC is HLA-A26:02 with pseudo-sequence HLA-A26:02. The binding affinity (normalized) is 0.0847.